From a dataset of Full USPTO retrosynthesis dataset with 1.9M reactions from patents (1976-2016). Predict the reactants needed to synthesize the given product. (1) Given the product [Br:11][C:12]1[CH:13]=[C:14]2[CH:21]=[CH:20][NH:19][C:15]2=[N+:16]([O-:18])[CH:17]=1, predict the reactants needed to synthesize it. The reactants are: ClC1C=C(C=CC=1)C([O-])=O.[Br:11][C:12]1[CH:13]=[C:14]2[CH:21]=[CH:20][NH:19][C:15]2=[N+:16]([OH:18])[CH:17]=1.C(=O)(O)[O-].[Na+]. (2) The reactants are: [Cl:1][C:2]1[C:7]([N+:8]([O-:10])=[O:9])=[C:6](Cl)[N:5]=[C:4]([S:12][CH3:13])[N:3]=1.[CH3:14][O-:15].[Na+]. Given the product [Cl:1][C:2]1[C:7]([N+:8]([O-:10])=[O:9])=[C:6]([O:15][CH3:14])[N:5]=[C:4]([S:12][CH3:13])[N:3]=1, predict the reactants needed to synthesize it. (3) Given the product [C:14]([CH:7]([C:8]1[CH:9]=[CH:10][CH:11]=[CH:12][CH:13]=1)[C:1]1[CH:6]=[CH:5][CH:4]=[CH:3][CH:2]=1)(=[O:17])[CH:15]=[CH2:16], predict the reactants needed to synthesize it. The reactants are: [C:1]1([CH2:7][C:8]2[CH:13]=[CH:12][CH:11]=[CH:10][CH:9]=2)[CH:6]=[CH:5][CH:4]=[CH:3][CH:2]=1.[C:14](Cl)(=[O:17])[CH:15]=[CH2:16].[Cl-].[Al+3].[Cl-].[Cl-]. (4) Given the product [O:7]1[CH:8]=[CH:9][N:10]=[C:6]1[C:20]1[C:25]([CH:26]2[CH2:31][CH2:30][N:29]([CH:32]3[CH2:38][CH2:37][CH2:36][N:35]([C:39]([O:41][CH2:42][CH3:43])=[O:40])[CH2:34][CH2:33]3)[CH2:28][CH2:27]2)=[CH:24][CH:23]=[CH:22][N:21]=1, predict the reactants needed to synthesize it. The reactants are: C([Sn](CCCC)(CCCC)[C:6]1[O:7][CH:8]=[CH:9][N:10]=1)CCC.Cl[C:20]1[C:25]([CH:26]2[CH2:31][CH2:30][N:29]([CH:32]3[CH2:38][CH2:37][CH2:36][N:35]([C:39]([O:41][CH2:42][CH3:43])=[O:40])[CH2:34][CH2:33]3)[CH2:28][CH2:27]2)=[CH:24][CH:23]=[CH:22][N:21]=1. (5) Given the product [N:30]([C@H:6]1[CH2:10][N:9]([C:11]([O:13][C:14]([CH3:17])([CH3:16])[CH3:15])=[O:12])[C@@H:8]([CH2:18][O:19][C:20]2[CH:25]=[CH:24][CH:23]=[CH:22][CH:21]=2)[CH2:7]1)=[N+:31]=[N-:32], predict the reactants needed to synthesize it. The reactants are: CS(O[C@@H:6]1[CH2:10][N:9]([C:11]([O:13][C:14]([CH3:17])([CH3:16])[CH3:15])=[O:12])[C@@H:8]([CH2:18][O:19][C:20]2[CH:25]=[CH:24][CH:23]=[CH:22][CH:21]=2)[CH2:7]1)(=O)=O.C([NH:30][N:31]=[N+:32]=[N-])(C)(C)C. (6) Given the product [C:8]([C:10]1[CH:52]=[CH:51][C:13]([CH2:14][C@@:15]2([CH3:50])[N:19]3[C:20]([C:23]([NH:25][C:26]4([C:29]([NH:31][C@@H:32]5[CH2:36][CH2:35][C@H:34]([C:37]([OH:39])=[O:38])[CH2:33]5)=[O:30])[CH2:27][CH2:28]4)=[O:24])=[CH:21][N:22]=[C:18]3[N:17]([C:41]3[CH:46]=[C:45]([Cl:47])[CH:44]=[C:43]([Cl:48])[CH:42]=3)[C:16]2=[O:49])=[CH:12][CH:11]=1)#[N:9], predict the reactants needed to synthesize it. The reactants are: Cl.O1CCOCC1.[C:8]([C:10]1[CH:52]=[CH:51][C:13]([CH2:14][C@@:15]2([CH3:50])[N:19]3[C:20]([C:23]([NH:25][C:26]4([C:29]([NH:31][C@@H:32]5[CH2:36][CH2:35][C@H:34]([C:37]([O:39]C)=[O:38])[CH2:33]5)=[O:30])[CH2:28][CH2:27]4)=[O:24])=[CH:21][N:22]=[C:18]3[N:17]([C:41]3[CH:46]=[C:45]([Cl:47])[CH:44]=[C:43]([Cl:48])[CH:42]=3)[C:16]2=[O:49])=[CH:12][CH:11]=1)#[N:9]. (7) The reactants are: [NH2:1][C:2]1[CH:3]=[C:4]([C:8]2[N:13]3[N:14]=[CH:15][C:16]([C:17]([C:19]4[S:20][CH:21]=[CH:22][CH:23]=4)=[O:18])=[C:12]3[N:11]=[CH:10][CH:9]=2)[CH:5]=[CH:6][CH:7]=1.[C:24]1(=[O:30])[O:29][C:27](=[O:28])[CH2:26][CH2:25]1. Given the product [O:30]=[C:24]([NH:1][C:2]1[CH:7]=[CH:6][CH:5]=[C:4]([C:8]2[N:13]3[N:14]=[CH:15][C:16]([C:17]([C:19]4[S:20][CH:21]=[CH:22][CH:23]=4)=[O:18])=[C:12]3[N:11]=[CH:10][CH:9]=2)[CH:3]=1)[CH2:25][CH2:26][C:27]([OH:29])=[O:28], predict the reactants needed to synthesize it. (8) Given the product [CH2:29]([C@H:24]1[C@@H:23]([C@H:13]2[CH2:12][C@H:11]([OH:10])[CH2:15][N:14]2[C:16]([O:18][C:19]([CH3:21])([CH3:20])[CH3:22])=[O:17])[O:27][C:26](=[O:28])[NH:25]1)[C:30]1[CH:35]=[CH:34][CH:33]=[CH:32][CH:31]=1, predict the reactants needed to synthesize it. The reactants are: C([O-])([O-])=O.[K+].[K+].C([O:10][C@@H:11]1[CH2:15][N:14]([C:16]([O:18][C:19]([CH3:22])([CH3:21])[CH3:20])=[O:17])[C@@H:13]([C@H:23]2[O:27][C:26](=[O:28])[NH:25][C@H:24]2[CH2:29][C:30]2[CH:35]=[CH:34][CH:33]=[CH:32][CH:31]=2)[CH2:12]1)(=O)C. (9) The reactants are: [Cl-].[C:2]([C:4]1[C:16]([N+:17]([O-])=O)=[CH:15][CH:14]=[CH:13][C:5]=1[O:6][CH2:7][C@@H:8]1[CH2:12][CH2:11][CH2:10][NH2+:9]1)#[N:3].[C:20](Cl)(=[O:24])[CH2:21][CH2:22][CH3:23]. Given the product [NH2:17][C:16]1[CH:15]=[CH:14][CH:13]=[C:5]([O:6][CH2:7][C@@H:8]2[CH2:12][CH2:11][CH2:10][N:9]2[C:20](=[O:24])[CH2:21][CH2:22][CH3:23])[C:4]=1[C:2]#[N:3], predict the reactants needed to synthesize it. (10) Given the product [O:52]([CH2:62][CH2:66][CH2:65][C:67]([NH:69][CH2:13][C@H:11]1[CH2:10][C@@H:9]([C:17]([N:19]2[CH2:23][CH2:22][S:21][CH2:20]2)=[O:18])[NH:8][CH2:12]1)=[O:68])[C:38]1[CH:39]=[CH:40][CH:44]=[CH:43][CH:45]=1, predict the reactants needed to synthesize it. The reactants are: C(OC([N:8]1[CH2:12][CH:11]([CH2:13]C(O)=O)[CH2:10][C@H:9]1[C:17]([N:19]1[CH2:23][CH2:22][S:21][CH2:20]1)=[O:18])=O)(C)(C)C.F[C@H]1CCNC1.C(N1CCN([C:38](=[O:52])[CH2:39][CH:40]2[CH2:44][C@@H:43]([C:45](N3CCSC3)=O)NC2)CC1)C.C(N(CCC)C(C)C(NC[CH:62]1[CH2:66][CH:65]([C:67]([N:69]2CCSC2)=[O:68])NC1)=O)CC.